Dataset: Forward reaction prediction with 1.9M reactions from USPTO patents (1976-2016). Task: Predict the product of the given reaction. (1) Given the reactants [CH2:1]([O:3][P:4]([CH2:9][OH:10])(=[O:8])[O:5][CH2:6][CH3:7])[CH3:2].[Cl:11][CH2:12]/[CH:13]=[CH:14]\[CH2:15]Cl.[H-].[Na+].[Cl-].[NH4+], predict the reaction product. The product is: [CH2:1]([O:3][P:4]([CH2:9][O:10][CH2:15]/[CH:14]=[CH:13]\[CH2:12][Cl:11])(=[O:8])[O:5][CH2:6][CH3:7])[CH3:2]. (2) Given the reactants [F:1][C:2]([F:36])([F:35])[C:3]1[CH:4]=[C:5]([CH:28]=[C:29]([C:31]([F:34])([F:33])[F:32])[CH:30]=1)[C:6]([O:8][C@H:9]1[O:14][CH2:13][CH2:12][N:11]([CH2:15][C:16]2[CH:21]=[CH:20][CH:19]=[CH:18][CH:17]=2)[C@H:10]1[C:22]1[CH:27]=[CH:26][CH:25]=[CH:24][CH:23]=1)=O.[CH2:37]1COCC1.C1(C)C=CC=CC=1, predict the reaction product. The product is: [F:1][C:2]([F:36])([F:35])[C:3]1[CH:4]=[C:5]([C:6]([O:8][C@H:9]2[O:14][CH2:13][CH2:12][N:11]([CH2:15][C:16]3[CH:21]=[CH:20][CH:19]=[CH:18][CH:17]=3)[C@H:10]2[C:22]2[CH:27]=[CH:26][CH:25]=[CH:24][CH:23]=2)=[CH2:37])[CH:28]=[C:29]([C:31]([F:33])([F:32])[F:34])[CH:30]=1.